Dataset: Full USPTO retrosynthesis dataset with 1.9M reactions from patents (1976-2016). Task: Predict the reactants needed to synthesize the given product. (1) The reactants are: C(C(C(OC(C(OC(=C(F)F)F)(F)F)(C(F)(F)F)F)(F)F)(F)F)(F)(F)F.[C:27]([C:31]([C:34]([O:37][C:38]([C:44]([O:47][C:48]([C:51]([O:53]C)=[O:52])([F:50])[F:49])([F:46])[F:45])([C:40]([F:43])([F:42])[F:41])[F:39])([F:36])[F:35])([F:33])[F:32])([F:30])([F:29])[F:28].[NH3:55].C(OC=C)=C. Given the product [C:34]([O:37][C:38]([C:44]([O:47][C:48]([C:51]([O-:53])=[O:52])([F:49])[F:50])([F:46])[F:45])([C:40]([F:41])([F:42])[F:43])[F:39])([C:31]([C:27]([F:30])([F:29])[F:28])([F:33])[F:32])([F:36])[F:35].[NH4+:55], predict the reactants needed to synthesize it. (2) Given the product [C:1]([C:3]1[CH:8]=[CH:7][C:6]([S:9]([NH:2][C:1]2[CH:3]=[CH:4][CH:5]=[CH:6][C:17]=2[CH3:18])(=[O:11])=[O:10])=[CH:5][CH:4]=1)#[N:2], predict the reactants needed to synthesize it. The reactants are: [C:1]([C:3]1[CH:8]=[CH:7][C:6]([S:9](Cl)(=[O:11])=[O:10])=[CH:5][CH:4]=1)#[N:2].C(O[CH2:17][CH3:18])(=O)C. (3) Given the product [O:1]=[C:2]1[C:11]2[C:6](=[CH:7][N:8]=[CH:9][CH:10]=2)[O:5][CH:4]([C:12]2[CH:13]=[C:14]([CH:19]=[CH:20][CH:21]=2)[C:15]([O:17][CH3:18])=[O:16])[CH2:3]1, predict the reactants needed to synthesize it. The reactants are: [OH:1][CH:2]1[C:11]2[C:6](=[CH:7][N:8]=[CH:9][CH:10]=2)[O:5][CH:4]([C:12]2[CH:13]=[C:14]([CH:19]=[CH:20][CH:21]=2)[C:15]([O:17][CH3:18])=[O:16])[CH2:3]1.CC(C)=O.OS(O)(=O)=O.O=[Cr](=O)=O. (4) Given the product [O:23]=[C:14]1[N:13]([CH2:24][CH2:25][CH3:26])[C:12]2[N:11]=[C:10]([CH:5]3[CH2:4][CH:3]4[CH:2]([CH:32]([C:33]([OH:35])=[O:34])[C:30]([OH:31])=[O:29])[CH:7]([CH2:8][CH2:9]4)[CH2:6]3)[NH:18][C:17]=2[C:16](=[O:19])[N:15]1[CH2:20][CH2:21][CH3:22], predict the reactants needed to synthesize it. The reactants are: O[CH:2]1[CH:7]2[CH2:8][CH2:9][CH:3]1[CH2:4][CH:5]([C:10]1[NH:18][C:17]3[C:16](=[O:19])[N:15]([CH2:20][CH2:21][CH3:22])[C:14](=[O:23])[N:13]([CH2:24][CH2:25][CH3:26])[C:12]=3[N:11]=1)[CH2:6]2.CC1(C)[O:35][C:33](=[O:34])[CH2:32][C:30](=[O:31])[O:29]1.N1CCCCC1.